Dataset: Full USPTO retrosynthesis dataset with 1.9M reactions from patents (1976-2016). Task: Predict the reactants needed to synthesize the given product. (1) Given the product [CH3:1][O:2][C:3]1[CH:4]=[CH:5][C:6]([C:9]([C:78]2[CH:79]=[CH:80][C:81]([O:84][CH3:85])=[CH:82][CH:83]=2)([C:72]2[CH:73]=[CH:74][CH:75]=[CH:76][CH:77]=2)[O:10][CH2:11][CH2:12][CH2:13][CH2:14][CH2:15][C:16]([N:18]2[C:29]3[C:21](=[C:22]4[C:26](=[CH:27][CH:28]=3)[NH:25][CH:24]([C:30]([N:32]3[C:43]5[C:35](=[C:36]6[C:40](=[CH:41][CH:42]=5)[NH:39][CH:38]([C:44]([N:94]5[C:93]7[C:86](=[C:87]8[C:97](=[CH:91][CH:92]=7)[NH:90][CH:89]([C:108]([O:110][C:111]7[C:112]([F:121])=[C:113]([F:120])[C:114]([F:119])=[C:115]([F:118])[C:116]=7[F:117])=[O:109])[CH2:88]8)[CH:96]=[CH:95]5)=[O:45])[CH2:37]6)[CH:34]=[CH:33]3)=[O:31])[CH2:23]4)[CH:20]=[CH:19]2)=[O:17])=[CH:7][CH:8]=1, predict the reactants needed to synthesize it. The reactants are: [CH3:1][O:2][C:3]1[CH:8]=[CH:7][C:6]([C:9]([C:78]2[CH:83]=[CH:82][C:81]([O:84][CH3:85])=[CH:80][CH:79]=2)([C:72]2[CH:77]=[CH:76][CH:75]=[CH:74][CH:73]=2)[O:10][CH2:11][CH2:12][CH2:13][CH2:14][CH2:15][C:16]([N:18]2[C:29]3[C:21](=[C:22]4[C:26](=[CH:27][CH:28]=3)[NH:25][CH:24]([C:30]([N:32]3[C:43]5[C:35](=[C:36]6[C:40](=[CH:41][CH:42]=5)[NH:39][CH:38]([C:44](N5C7C(=C8C(=CC=7)NC(C(OCCC7C=CC([N+]([O-])=O)=CC=7)=O)C8)C=C5)=[O:45])[CH2:37]6)[CH:34]=[CH:33]3)=[O:31])[CH2:23]4)[CH:20]=[CH:19]2)=[O:17])=[CH:5][CH:4]=1.[CH2:86]1[CH2:96][CH2:95][N:94]2[C:89](=[N:90][CH2:91][CH2:92][CH2:93]2)[CH2:88][CH2:87]1.[CH:97](N(C(C)C)CC)(C)C.FC(F)(F)[C:108]([O:110][C:111]1[C:116]([F:117])=[C:115]([F:118])[C:114]([F:119])=[C:113]([F:120])[C:112]=1[F:121])=[O:109]. (2) Given the product [N+:1]([C:4]1[CH:5]=[CH:6][C:7]2[O:10][C:20]3[CH2:22][CH2:6][CH2:5][CH2:4][CH2:9][C:21]=3[C:8]=2[CH:9]=1)([O-:3])=[O:2], predict the reactants needed to synthesize it. The reactants are: [N+:1]([C:4]1[CH:9]=[CH:8][C:7]([O:10]N=C2CCCCCC2)=[CH:6][CH:5]=1)([O-:3])=[O:2].Cl.[CH:20](O)([CH3:22])[CH3:21].